Dataset: Catalyst prediction with 721,799 reactions and 888 catalyst types from USPTO. Task: Predict which catalyst facilitates the given reaction. Reactant: [CH3:1][CH:2]([CH2:7][N:8]1[CH2:12][CH2:11][CH2:10][CH2:9]1)[CH2:3][C:4]([OH:6])=O.C(Cl)(=O)C(Cl)=O.C(OC([N:26]1[C:30]([NH2:31])=[CH:29][C:28]([C:32]2[CH:33]=[N:34][CH:35]=[C:36]([O:38][CH3:39])[CH:37]=2)=[N:27]1)=O)(C)(C)C.Cl. Product: [CH3:39][O:38][C:36]1[CH:37]=[C:32]([C:28]2[CH:29]=[C:30]([NH:31][C:4](=[O:6])[CH2:3][CH:2]([CH3:1])[CH2:7][N:8]3[CH2:12][CH2:11][CH2:10][CH2:9]3)[NH:26][N:27]=2)[CH:33]=[N:34][CH:35]=1. The catalyst class is: 705.